Dataset: Full USPTO retrosynthesis dataset with 1.9M reactions from patents (1976-2016). Task: Predict the reactants needed to synthesize the given product. (1) The reactants are: [C:1]([O:5][C:6]([NH:8]/[C:9](=[N:18]\[C:19]([O:21][C:22]([CH3:25])([CH3:24])[CH3:23])=[O:20])/[N:10]([CH3:17])[CH2:11][C:12]([O:14]CC)=[O:13])=[O:7])([CH3:4])([CH3:3])[CH3:2].[OH-].[Na+].S(=O)(=O)(O)O. Given the product [C:22]([O:21][C:19]([NH:18]/[C:9](=[N:8]\[C:6]([O:5][C:1]([CH3:4])([CH3:3])[CH3:2])=[O:7])/[N:10]([CH3:17])[CH2:11][C:12]([OH:14])=[O:13])=[O:20])([CH3:24])([CH3:25])[CH3:23], predict the reactants needed to synthesize it. (2) Given the product [OH:21][CH2:20][C:19]([C:16]1[CH:17]=[CH:18][C:13]([C:12]([NH:11][C:9]2[S:8][C:6]3[C:5]([N:10]=2)=[CH:4][CH:3]=[C:2]([C:30]2[CH:29]=[N:28][C:27]([O:26][CH3:25])=[N:32][CH:31]=2)[N:7]=3)=[O:24])=[CH:14][CH:15]=1)([CH3:23])[CH3:22], predict the reactants needed to synthesize it. The reactants are: Br[C:2]1[N:7]=[C:6]2[S:8][C:9]([NH:11][C:12](=[O:24])[C:13]3[CH:18]=[CH:17][C:16]([C:19]([CH3:23])([CH3:22])[CH2:20][OH:21])=[CH:15][CH:14]=3)=[N:10][C:5]2=[CH:4][CH:3]=1.[CH3:25][O:26][C:27]1[N:32]=[CH:31][C:30](B(O)O)=[CH:29][N:28]=1. (3) Given the product [NH:8]1[CH2:13][CH2:12][CH:11]([C:14]([OH:17])([CH3:16])[CH3:15])[CH2:10][CH2:9]1, predict the reactants needed to synthesize it. The reactants are: C([N:8]1[CH2:13][CH2:12][CH:11]([C:14]([OH:17])([CH3:16])[CH3:15])[CH2:10][CH2:9]1)C1C=CC=CC=1.[H][H]. (4) Given the product [CH3:1][O:2][C:3]([C:5]1[C:9]2[C:10]([NH:31][CH2:30][CH:29]([O:32][CH3:33])[O:28][CH3:27])=[N:11][CH2:12][CH2:13][C:8]=2[N:7]([CH2:16][CH2:17][C:18]2[CH:23]=[CH:22][C:21]([N+:24]([O-:26])=[O:25])=[CH:20][CH:19]=2)[CH:6]=1)=[O:4], predict the reactants needed to synthesize it. The reactants are: [CH3:1][O:2][C:3]([C:5]1[C:9]2[C:10](SC)=[N:11][CH2:12][CH2:13][C:8]=2[N:7]([CH2:16][CH2:17][C:18]2[CH:23]=[CH:22][C:21]([N+:24]([O-:26])=[O:25])=[CH:20][CH:19]=2)[CH:6]=1)=[O:4].[CH3:27][O:28][CH:29]([O:32][CH3:33])[CH2:30][NH2:31]. (5) Given the product [C:16]([C:15]1[CH:18]=[CH:19][CH:20]=[CH:21][C:14]=1[CH:11]1[CH2:12][CH2:13][N:8]([C:4]2[CH:5]=[N:6][N:7]([C:26]([O:28][C:29]([CH3:32])([CH3:31])[CH3:30])=[O:27])[C:2](=[O:1])[C:3]=2[C:22]([F:24])([F:23])[F:25])[CH2:9][CH2:10]1)#[N:17], predict the reactants needed to synthesize it. The reactants are: [O:1]=[C:2]1[NH:7][N:6]=[CH:5][C:4]([N:8]2[CH2:13][CH2:12][CH:11]([C:14]3[CH:21]=[CH:20][CH:19]=[CH:18][C:15]=3[C:16]#[N:17])[CH2:10][CH2:9]2)=[C:3]1[C:22]([F:25])([F:24])[F:23].[C:26](O[C:26]([O:28][C:29]([CH3:32])([CH3:31])[CH3:30])=[O:27])([O:28][C:29]([CH3:32])([CH3:31])[CH3:30])=[O:27].C(N(CC)CC)C. (6) Given the product [F:13][C:12]1[CH:11]=[C:10]([C:14]([OH:17])([CH3:16])[CH3:15])[CH:9]=[C:8]([F:18])[C:7]=1[C:5]1[S:6][C:2]([NH:1][C:23]2[CH:24]=[CH:25][C:26]([C:29]([OH:32])([CH3:31])[CH3:30])=[CH:27][N:28]=2)=[C:3]([C:19]([NH2:21])=[O:20])[N:4]=1, predict the reactants needed to synthesize it. The reactants are: [NH2:1][C:2]1[S:6][C:5]([C:7]2[C:12]([F:13])=[CH:11][C:10]([C:14]([OH:17])([CH3:16])[CH3:15])=[CH:9][C:8]=2[F:18])=[N:4][C:3]=1[C:19]([NH2:21])=[O:20].Br[C:23]1[N:28]=[CH:27][C:26]([C:29]([OH:32])([CH3:31])[CH3:30])=[CH:25][CH:24]=1.CC(C1C=C(C(C)C)C(C2C=CC=CC=2P(C2CCCCC2)C2CCCCC2)=C(C(C)C)C=1)C.C(=O)([O-])[O-].[K+].[K+].C(O)(CC)(C)C. (7) Given the product [Br:1][C:2]1[CH:7]=[CH:6][N:5]=[C:4]2[N:8]([CH3:12])[CH:9]=[C:10]([C:20]3[CH:21]=[C:22]4[C:17]([CH2:16][CH2:15][N:14]4[CH3:13])=[CH:18][CH:19]=3)[C:3]=12, predict the reactants needed to synthesize it. The reactants are: [Br:1][C:2]1[CH:7]=[CH:6][N:5]=[C:4]2[N:8]([CH3:12])[CH:9]=[C:10](I)[C:3]=12.[CH3:13][N:14]1[C:22]2[C:17](=[CH:18][CH:19]=[C:20](B3OC(C)(C)C(C)(C)O3)[CH:21]=2)[CH2:16][CH2:15]1.C(=O)([O-])[O-].[Na+].[Na+]. (8) Given the product [CH2:36]([O:1][C:2]1[C:7]([C:8]([O:10][CH2:11][CH3:12])=[O:9])=[CH:6][N:5]=[C:4]([N:13]2[CH:17]=[CH:16][CH:15]=[N:14]2)[N:3]=1)[C:37]1[CH:42]=[CH:41][CH:40]=[CH:39][CH:38]=1, predict the reactants needed to synthesize it. The reactants are: [OH:1][C:2]1[C:7]([C:8]([O:10][CH2:11][CH3:12])=[O:9])=[CH:6][N:5]=[C:4]([N:13]2[CH:17]=[CH:16][CH:15]=[N:14]2)[N:3]=1.[Na].OC1C(C(OCC)=O)=CN=C(N2C=CC=N2)N=1.[CH2:36](Cl)[C:37]1[CH:42]=[CH:41][CH:40]=[CH:39][CH:38]=1.CCN(CC)CC.